The task is: Predict the product of the given reaction.. This data is from Forward reaction prediction with 1.9M reactions from USPTO patents (1976-2016). (1) Given the reactants [CH:1]1([CH2:8][NH:9][C:10](=[O:27])[C:11]2[CH:16]=[C:15](B3OC(C)(C)C(C)(C)O3)[CH:14]=[CH:13][C:12]=2[CH3:26])[CH2:7][CH2:6][CH2:5][CH2:4][CH2:3][CH2:2]1.Br[C:29]1[C:30]([N:35]2[CH2:40][CH2:39][CH:38]([C:41]([O:43]C)=[O:42])[CH2:37][CH2:36]2)=[N:31][CH:32]=[CH:33][CH:34]=1, predict the reaction product. The product is: [CH:1]1([CH2:8][NH:9][C:10]([C:11]2[CH:16]=[C:15]([C:29]3[C:30]([N:35]4[CH2:36][CH2:37][CH:38]([C:41]([OH:43])=[O:42])[CH2:39][CH2:40]4)=[N:31][CH:32]=[CH:33][CH:34]=3)[CH:14]=[CH:13][C:12]=2[CH3:26])=[O:27])[CH2:2][CH2:3][CH2:4][CH2:5][CH2:6][CH2:7]1. (2) Given the reactants [Cl:1][C:2]1[CH:7]=[CH:6][C:5]([CH2:8][CH2:9][CH2:10][NH2:11])=[C:4]([F:12])[CH:3]=1.[CH:13]1([C:20]2[CH:29]=[CH:28][C:23]3[NH:24][C:25](=[O:27])[O:26][C:22]=3[CH:21]=2)[CH2:18][CH2:17][C:16](=O)[CH2:15][CH2:14]1, predict the reaction product. The product is: [Cl:1][C:2]1[CH:7]=[CH:6][C:5]([CH2:8][CH2:9][CH2:10][NH:11][C@H:16]2[CH2:17][CH2:18][C@H:13]([C:20]3[CH:29]=[CH:28][C:23]4[NH:24][C:25](=[O:27])[O:26][C:22]=4[CH:21]=3)[CH2:14][CH2:15]2)=[C:4]([F:12])[CH:3]=1. (3) Given the reactants [CH3:1][S:2][C:3]1[N:4]=[CH:5][C:6]2[C:15](=[O:16])[N:14]([C:17]3[CH:18]=[C:19]([C:23]4[O:24][CH:25]=[C:26]([C:28](O)=[O:29])[N:27]=4)[CH:20]=[CH:21][CH:22]=3)[CH2:13][C@H:12]3[N:8]([CH2:9][CH2:10][CH2:11]3)[C:7]=2[N:31]=1.Cl.[CH2:33]([NH2:35])[CH3:34].C(N(CC)CC)C.Cl.C(N=C=NCCCN(C)C)C.ON1C2C=CC=CC=2N=N1, predict the reaction product. The product is: [CH2:33]([NH:35][C:28]([C:26]1[N:27]=[C:23]([C:19]2[CH:20]=[CH:21][CH:22]=[C:17]([N:14]3[CH2:13][C@H:12]4[N:8]([CH2:9][CH2:10][CH2:11]4)[C:7]4[N:31]=[C:3]([S:2][CH3:1])[N:4]=[CH:5][C:6]=4[C:15]3=[O:16])[CH:18]=2)[O:24][CH:25]=1)=[O:29])[CH3:34]. (4) Given the reactants C[O:2][C:3](=[O:22])[C:4]1[CH:9]=[CH:8][C:7]([O:10][CH3:11])=[C:6]([C:12]2[O:20][C:19]3[C:14](=[N:15][CH:16]=[CH:17][C:18]=3[Cl:21])[CH:13]=2)[CH:5]=1.[Li+].[OH-], predict the reaction product. The product is: [Cl:21][C:18]1[CH:17]=[CH:16][N:15]=[C:14]2[CH:13]=[C:12]([C:6]3[CH:5]=[C:4]([CH:9]=[CH:8][C:7]=3[O:10][CH3:11])[C:3]([OH:22])=[O:2])[O:20][C:19]=12. (5) The product is: [CH2:1]([CH:3]1[C:12]2[C:7](=[CH:8][C:9]([O:13][CH3:14])=[CH:10][CH:11]=2)[CH2:6][N:5]([C:21]([C:20]2[CH:24]=[C:25]([S:28]([CH3:31])(=[O:30])=[O:29])[CH:26]=[CH:27][C:19]=2[O:18][CH:15]([CH3:17])[CH3:16])=[O:22])[CH2:4]1)[CH3:2]. Given the reactants [CH2:1]([CH:3]1[C:12]2[C:7](=[CH:8][C:9]([O:13][CH3:14])=[CH:10][CH:11]=2)[CH2:6][NH:5][CH2:4]1)[CH3:2].[CH:15]([O:18][C:19]1[CH:27]=[CH:26][C:25]([S:28]([CH3:31])(=[O:30])=[O:29])=[CH:24][C:20]=1[C:21](O)=[O:22])([CH3:17])[CH3:16], predict the reaction product. (6) The product is: [CH3:1][N:2]1[CH:6]=[C:5]([CH2:7][NH:8][CH2:16][C:17]([O:19][CH2:20][C:21]2[CH:26]=[CH:25][CH:24]=[CH:23][CH:22]=2)=[O:18])[N:4]=[CH:3]1. Given the reactants [CH3:1][N:2]1[CH:6]=[C:5]([CH2:7][NH2:8])[N:4]=[CH:3]1.C(=O)([O-])[O-].[K+].[K+].Br[CH2:16][C:17]([O:19][CH2:20][C:21]1[CH:26]=[CH:25][CH:24]=[CH:23][CH:22]=1)=[O:18], predict the reaction product.